From a dataset of Forward reaction prediction with 1.9M reactions from USPTO patents (1976-2016). Predict the product of the given reaction. (1) Given the reactants Cl.[CH2:2]([O:9][C:10]1[CH:19]=[CH:18][CH:17]=[C:16]2[C:11]=1[CH2:12][CH2:13][CH2:14][CH:15]2[C:20]([N:22]([C:29]1[CH:30]=[N:31][C:32]([CH:35]([CH3:37])[CH3:36])=[CH:33][CH:34]=1)[CH2:23][C:24]1[CH:25]=[N:26][NH:27][CH:28]=1)=[O:21])[C:3]1[CH:8]=[CH:7][CH:6]=[CH:5][CH:4]=1.[CH2:38](Br)[C:39]1[CH:44]=[CH:43][CH:42]=[CH:41][CH:40]=1, predict the reaction product. The product is: [CH2:2]([O:9][C:10]1[CH:19]=[CH:18][CH:17]=[C:16]2[C:11]=1[CH2:12][CH2:13][CH2:14][CH:15]2[C:20]([N:22]([CH2:23][C:24]1[CH:25]=[N:26][N:27]([CH2:38][C:39]2[CH:44]=[CH:43][CH:42]=[CH:41][CH:40]=2)[CH:28]=1)[C:29]1[CH:30]=[N:31][C:32]([CH:35]([CH3:37])[CH3:36])=[CH:33][CH:34]=1)=[O:21])[C:3]1[CH:8]=[CH:7][CH:6]=[CH:5][CH:4]=1. (2) Given the reactants CCN(C(C)C)C(C)C.[F:10][C:11]1[CH:12]=[C:13]([N:18]2[CH:22]=[C:21]([C:23]([OH:25])=O)[N:20]=[N:19]2)[CH:14]=[C:15]([F:17])[CH:16]=1.FC1C=C(C=C(F)C=1)N.C1C=CC2N(O)N=NC=2C=1.CCN=C=NCCCN(C)C.Cl.[NH2:57][CH2:58][C:59]([N:61]1[CH2:66][CH2:65][CH:64]([O:67][C:68]2[CH:73]=[CH:72][CH:71]=[CH:70][C:69]=2[Cl:74])[CH2:63][CH2:62]1)=[O:60], predict the reaction product. The product is: [Cl:74][C:69]1[CH:70]=[CH:71][CH:72]=[CH:73][C:68]=1[O:67][CH:64]1[CH2:63][CH2:62][N:61]([C:59](=[O:60])[CH2:58][NH:57][C:23]([C:21]2[N:20]=[N:19][N:18]([C:13]3[CH:14]=[C:15]([F:17])[CH:16]=[C:11]([F:10])[CH:12]=3)[CH:22]=2)=[O:25])[CH2:66][CH2:65]1. (3) Given the reactants [CH3:1][C:2]1[CH:7]=[CH:6][CH:5]=[C:4]([CH3:8])[C:3]=1[NH:9][C:10](=[O:32])[CH2:11][N:12]1[CH2:17][CH2:16][N:15]([CH2:18][CH:19]([OH:31])[CH2:20][O:21][CH:22]2CC3C(=CC=CC=3)C2)[CH2:14][CH2:13]1.[CH3:33][O:34][C:35]1[CH:42]=[C:41]([O:43][CH3:44])[CH:40]=[CH:39][C:36]=1CO, predict the reaction product. The product is: [CH3:33][O:34][C:35]1[CH:42]=[C:41]([O:43][CH3:44])[CH:40]=[CH:39][C:36]=1[CH2:22][O:21][CH2:20][CH:19]([OH:31])[CH2:18][N:15]1[CH2:14][CH2:13][N:12]([CH2:11][C:10]([NH:9][C:3]2[C:2]([CH3:1])=[CH:7][CH:6]=[CH:5][C:4]=2[CH3:8])=[O:32])[CH2:17][CH2:16]1. (4) Given the reactants [I:1][C:2]1[CH:3]=[CH:4][C:5]2[N:6]([C:8]([CH3:13])=[C:9]([CH2:11]O)[N:10]=2)[CH:7]=1.CCN(S(F)(F)[F:20])CC, predict the reaction product. The product is: [F:20][CH2:11][C:9]1[N:10]=[C:5]2[CH:4]=[CH:3][C:2]([I:1])=[CH:7][N:6]2[C:8]=1[CH3:13]. (5) Given the reactants [CH3:1][O:2][C:3]([C:5]1[S:6][C:7](Br)=[CH:8][C:9]=1[N:10]([CH:20]([CH3:22])[CH3:21])[C:11]([C@H:13]1[CH2:18][CH2:17][C@H:16]([CH3:19])[CH2:15][CH2:14]1)=[O:12])=[O:4].[C:24]([C:28]#[CH:29])([CH3:27])([CH3:26])[CH3:25].C1(P(C2C=CC=CC=2)C2C=CC=CC=2)C=CC=CC=1.C(N(CC)CC)C, predict the reaction product. The product is: [CH3:1][O:2][C:3]([C:5]1[S:6][C:7]([C:29]#[C:28][C:24]([CH3:27])([CH3:26])[CH3:25])=[CH:8][C:9]=1[N:10]([CH:20]([CH3:22])[CH3:21])[C:11]([C@H:13]1[CH2:18][CH2:17][C@H:16]([CH3:19])[CH2:15][CH2:14]1)=[O:12])=[O:4]. (6) Given the reactants [CH2:1]([O:3][C:4]([C:6]1([NH2:15])[CH2:14][C:13]2[C:8](=[CH:9][CH:10]=[CH:11][CH:12]=2)[CH2:7]1)=[O:5])[CH3:2].CN(C(ON1N=N[C:26]2[CH:27]=[CH:28][CH:29]=N[C:25]1=2)=[N+](C)C)C.F[P-](F)(F)(F)(F)F.CCN([CH:46]([CH3:48])[CH3:47])C(C)C, predict the reaction product. The product is: [CH2:1]([O:3][C:4]([C:6]1([NH:15][C:1](=[O:3])[CH:2]([CH:25]2[CH2:26][CH2:27][CH2:28][CH2:29]2)[C:47]2[CH:46]=[CH:48][CH:7]=[CH:6][CH:4]=2)[CH2:14][C:13]2[C:8](=[CH:9][CH:10]=[CH:11][CH:12]=2)[CH2:7]1)=[O:5])[CH3:2]. (7) The product is: [CH3:13][O:14][C:15]1[CH:20]=[C:19]([C:2]2[CH:6]=[CH:5][N:4]([C:7]3[CH:12]=[CH:11][CH:10]=[CH:9][N:8]=3)[CH:3]=2)[CH:18]=[CH:17][CH:16]=1. Given the reactants Br[C:2]1[CH:6]=[CH:5][N:4]([C:7]2[CH:12]=[CH:11][CH:10]=[CH:9][N:8]=2)[CH:3]=1.[CH3:13][O:14][C:15]1[CH:16]=[C:17](B(O)O)[CH:18]=[CH:19][CH:20]=1.C(=O)([O-])[O-].[K+].[K+].CCOC(C)=O, predict the reaction product.